This data is from Merck oncology drug combination screen with 23,052 pairs across 39 cell lines. The task is: Regression. Given two drug SMILES strings and cell line genomic features, predict the synergy score measuring deviation from expected non-interaction effect. (1) Drug 1: COC12C(COC(N)=O)C3=C(C(=O)C(C)=C(N)C3=O)N1CC1NC12. Drug 2: C=CCn1c(=O)c2cnc(Nc3ccc(N4CCN(C)CC4)cc3)nc2n1-c1cccc(C(C)(C)O)n1. Cell line: CAOV3. Synergy scores: synergy=0.913. (2) Drug 1: O=C(O)C1(Cc2cccc(Nc3nccs3)n2)CCC(Oc2cccc(Cl)c2F)CC1. Drug 2: COC1=C2CC(C)CC(OC)C(O)C(C)C=C(C)C(OC(N)=O)C(OC)C=CC=C(C)C(=O)NC(=CC1=O)C2=O. Cell line: UWB1289BRCA1. Synergy scores: synergy=-8.73. (3) Drug 1: N.N.O=C(O)C1(C(=O)O)CCC1.[Pt]. Drug 2: Cn1cc(-c2cnn3c(N)c(Br)c(C4CCCNC4)nc23)cn1. Cell line: SKMES1. Synergy scores: synergy=-5.03. (4) Drug 2: O=C(NOCC(O)CO)c1ccc(F)c(F)c1Nc1ccc(I)cc1F. Drug 1: Cn1nnc2c(C(N)=O)ncn2c1=O. Synergy scores: synergy=37.1. Cell line: A2058.